The task is: Predict the product of the given reaction.. This data is from Forward reaction prediction with 1.9M reactions from USPTO patents (1976-2016). Given the reactants [CH2:1]([N:5]1[C:14]2[C:9](=[N:10][CH:11]=[C:12]([CH2:15][C:16]3[CH:21]=[CH:20][C:19]([F:22])=[CH:18][CH:17]=3)[CH:13]=2)[C:8]([OH:23])=[C:7]([C:24](OCC)=[O:25])[C:6]1=[O:29])[CH2:2][CH2:3][CH3:4].[NH2:30][CH2:31][C@H:32]([OH:34])[CH3:33], predict the reaction product. The product is: [CH2:1]([N:5]1[C:14]2[C:9](=[N:10][CH:11]=[C:12]([CH2:15][C:16]3[CH:21]=[CH:20][C:19]([F:22])=[CH:18][CH:17]=3)[CH:13]=2)[C:8]([OH:23])=[C:7]([C:24]([NH:30][CH2:31][C@H:32]([OH:34])[CH3:33])=[O:25])[C:6]1=[O:29])[CH2:2][CH2:3][CH3:4].